From a dataset of Catalyst prediction with 721,799 reactions and 888 catalyst types from USPTO. Predict which catalyst facilitates the given reaction. (1) Reactant: [Cl:1][C:2]1[CH:3]=[C:4]([CH:8]=[C:9]([Cl:28])[C:10]=1[C:11]([N:13]1[C:21]2[CH:20]=[CH:19][N:18]=[C:17]([NH:22][C:23]([CH:25]3[CH2:27][CH2:26]3)=[O:24])[C:16]=2[CH:15]=[CH:14]1)=[O:12])[C:5]([OH:7])=O.C(N=C=NCCCN(C)C)C.ON1C2N=CC=CC=2N=N1.C(N(CC)C(C)C)(C)C.[NH2:59][C@H:60]([C:62]([O:64][CH2:65][CH3:66])=[O:63])[CH3:61]. Product: [Cl:28][C:9]1[CH:8]=[C:4]([CH:3]=[C:2]([Cl:1])[C:10]=1[C:11]([N:13]1[C:21]2[CH:20]=[CH:19][N:18]=[C:17]([NH:22][C:23]([CH:25]3[CH2:26][CH2:27]3)=[O:24])[C:16]=2[CH:15]=[CH:14]1)=[O:12])[C:5]([NH:59][C@H:60]([C:62]([O:64][CH2:65][CH3:66])=[O:63])[CH3:61])=[O:7]. The catalyst class is: 35. (2) Reactant: [Cl:1][C:2]1[CH:3]=[C:4]([CH:26]=[CH:27][C:28]=1[Cl:29])[C:5]([NH:7][C:8]1[CH:13]=[CH:12][C:11]([O:14][C:15]2[CH:20]=[CH:19][C:18]([CH2:21][CH2:22][CH2:23]O)=[CH:17][CH:16]=2)=[C:10]([F:25])[CH:9]=1)=[O:6].C(Br)(Br)(Br)[Br:31].C1(P(C2C=CC=CC=2)C2C=CC=CC=2)C=CC=CC=1. Product: [Br:31][CH2:23][CH2:22][CH2:21][C:18]1[CH:19]=[CH:20][C:15]([O:14][C:11]2[CH:12]=[CH:13][C:8]([NH:7][C:5](=[O:6])[C:4]3[CH:26]=[CH:27][C:28]([Cl:29])=[C:2]([Cl:1])[CH:3]=3)=[CH:9][C:10]=2[F:25])=[CH:16][CH:17]=1. The catalyst class is: 4.